This data is from Peptide-MHC class II binding affinity with 134,281 pairs from IEDB. The task is: Regression. Given a peptide amino acid sequence and an MHC pseudo amino acid sequence, predict their binding affinity value. This is MHC class II binding data. (1) The peptide sequence is RDFIEGVHGGTWVSA. The MHC is DRB1_1101 with pseudo-sequence DRB1_1101. The binding affinity (normalized) is 0.317. (2) The peptide sequence is DESWQQFRQELIPLL. The MHC is DRB1_1101 with pseudo-sequence DRB1_1101. The binding affinity (normalized) is 0.440. (3) The peptide sequence is AASGADGTYDITKLG. The MHC is DRB1_0701 with pseudo-sequence DRB1_0701. The binding affinity (normalized) is 0.106. (4) The peptide sequence is IDLSIQNYHTFLIYI. The MHC is DRB1_0802 with pseudo-sequence DRB1_0802. The binding affinity (normalized) is 0.281. (5) The peptide sequence is GQNYTYKWETFLTRE. The MHC is DRB1_1602 with pseudo-sequence DRB1_1602. The binding affinity (normalized) is 0.385. (6) The peptide sequence is DANNYEQQEQASQQI. The MHC is HLA-DPA10201-DPB10101 with pseudo-sequence HLA-DPA10201-DPB10101. The binding affinity (normalized) is 0.0612. (7) The peptide sequence is GELQDVDKIDAAFKI. The MHC is DRB1_0802 with pseudo-sequence QEFFIASGAAVDAIMESGFDYYDFDRLTYHVGFT. The binding affinity (normalized) is 0.295.